From a dataset of Retrosynthesis with 50K atom-mapped reactions and 10 reaction types from USPTO. Predict the reactants needed to synthesize the given product. (1) Given the product COCCn1c(C)nc2cc(C(=O)N(C)CCO)cc(OCc3ccccc3)c21, predict the reactants needed to synthesize it. The reactants are: CNCCO.COCCn1c(C)nc2cc(C(=O)O)cc(OCc3ccccc3)c21. (2) Given the product CC(C)(C)[Si](C)(C)OCCC(CO[Si](C)(C)C(C)(C)C)OS(C)(=O)=O, predict the reactants needed to synthesize it. The reactants are: CC(C)(C)[Si](C)(C)OCCC(O)CO[Si](C)(C)C(C)(C)C.CS(=O)(=O)Cl. (3) Given the product CCc1nc2ccccc2n1-c1nc(N2CCOCC2)c2nc(CN3CCN(C(C)(C)C)C(=O)C3)n(C)c2n1, predict the reactants needed to synthesize it. The reactants are: CC(C)(C)N1CCNCC1=O.CCc1nc2ccccc2n1-c1nc(N2CCOCC2)c2nc(C=O)n(C)c2n1. (4) Given the product CCCC(C(=O)OC)c1c(C)nc(N2CCCCC2)nc1-c1ccc(OC)cc1F, predict the reactants needed to synthesize it. The reactants are: CCCC(C(=O)OC)c1c(C)nc(N2CCCCC2)nc1Cl.COc1ccc(B(O)O)c(F)c1. (5) Given the product CC(C)CC(C(=O)O)N1C(=O)Cc2ccccc21, predict the reactants needed to synthesize it. The reactants are: CC(C)CC(C(=O)O)N1C(=O)C(=O)c2ccccc21. (6) Given the product Cc1cccc(-c2sc(C)nc2C(=O)N2C[C@@H]3C[C@@H]3[C@H]2CNC(=O)c2ccc(C#N)cc2)c1, predict the reactants needed to synthesize it. The reactants are: Cc1cccc(-c2sc(C)nc2C(=O)N2C[C@@H]3C[C@@H]3[C@H]2CN)c1.N#Cc1ccc(C(=O)O)cc1.